Dataset: Forward reaction prediction with 1.9M reactions from USPTO patents (1976-2016). Task: Predict the product of the given reaction. (1) Given the reactants [F:1][C:2]([F:12])([F:11])[C:3]1[O:7][CH:6]=[N:5][C:4]=1[C:8]([O-:10])=[O:9].[OH-].[Na+], predict the reaction product. The product is: [F:12][C:2]([F:1])([F:11])[C:3]1[O:7][CH:6]=[N:5][C:4]=1[C:8]([OH:10])=[O:9]. (2) Given the reactants I[C:2]1[CH:3]=[CH:4][C:5]2[N:6]([CH:8]=[C:9]([NH:11][C:12]([CH:14]3[CH2:16][CH2:15]3)=[O:13])[N:10]=2)[N:7]=1.[NH2:17][C:18]1[C:19]([CH3:25])=[C:20]([OH:24])[CH:21]=[CH:22][CH:23]=1.C(=O)([O-])[O-].[K+].[K+], predict the reaction product. The product is: [NH2:17][C:18]1[C:19]([CH3:25])=[C:20]([CH:21]=[CH:22][CH:23]=1)[O:24][C:2]1[CH:3]=[CH:4][C:5]2[N:6]([CH:8]=[C:9]([NH:11][C:12]([CH:14]3[CH2:16][CH2:15]3)=[O:13])[N:10]=2)[N:7]=1. (3) Given the reactants C[O:2][C:3](=[O:18])[C:4]1[CH:9]=[CH:8][C:7]([CH2:10][N:11]([CH2:15][CH2:16][CH3:17])[CH2:12][CH2:13][CH3:14])=[CH:6][CH:5]=1.[OH-].[Na+], predict the reaction product. The product is: [CH2:12]([N:11]([CH2:10][C:7]1[CH:8]=[CH:9][C:4]([C:3]([OH:18])=[O:2])=[CH:5][CH:6]=1)[CH2:15][CH2:16][CH3:17])[CH2:13][CH3:14]. (4) Given the reactants Cl[CH2:2][C:3]1[CH:12]=[CH:11][C:10]2[C:5](=[CH:6][C:7]([O:17][CH3:18])=[C:8]([O:15][CH3:16])[C:9]=2[O:13][CH3:14])[N:4]=1.[NH:19]1[CH2:24][CH2:23][NH:22][CH2:21][CH2:20]1, predict the reaction product. The product is: [CH3:14][O:13][C:9]1[C:8]([O:15][CH3:16])=[C:7]([O:17][CH3:18])[CH:6]=[C:5]2[C:10]=1[CH:11]=[CH:12][C:3]([CH2:2][N:19]1[CH2:24][CH2:23][N:22]([CH2:2][C:3]3[CH:12]=[CH:11][C:10]4[C:5](=[CH:6][C:7]([O:17][CH3:18])=[C:8]([O:15][CH3:16])[C:9]=4[O:13][CH3:14])[N:4]=3)[CH2:21][CH2:20]1)=[N:4]2. (5) Given the reactants [CH:1]([N:4]1[CH2:9][CH2:8][N:7]([C:10]([C:12]2[S:16][C:15]([C:17]3[C:26]4[C:21](=[CH:22][CH:23]=[CH:24][CH:25]=4)[CH:20]=[CH:19][CH:18]=3)=[N:14][C:13]=2[CH3:27])=O)[CH2:6][CH2:5]1)([CH3:3])[CH3:2].C1(C)C=CC=CC=1, predict the reaction product. The product is: [CH:1]([N:4]1[CH2:5][CH2:6][N:7]([CH2:10][C:12]2[S:16][C:15]([C:17]3[C:26]4[C:21](=[CH:22][CH:23]=[CH:24][CH:25]=4)[CH:20]=[CH:19][CH:18]=3)=[N:14][C:13]=2[CH3:27])[CH2:8][CH2:9]1)([CH3:3])[CH3:2]. (6) Given the reactants [Cl:1][C:2]1[CH:3]=[C:4]2[C:8](=[CH:9][CH:10]=1)[N:7]([C:11]1[N:15]([CH3:16])[N:14]=[C:13]([CH3:17])[C:12]=1[CH:18]=O)[CH:6]=[CH:5]2.C[C:21](C)([O-:23])C.[K+].BrCC(OCC)=O, predict the reaction product. The product is: [Cl:1][C:2]1[CH:3]=[C:4]2[C:8](=[CH:9][CH:10]=1)[N:7]([C:11]1[N:15]([CH3:16])[N:14]=[C:13]([CH3:17])[C:12]=1[CH2:18][CH:21]=[O:23])[CH:6]=[CH:5]2. (7) The product is: [C:1]([O:4][C:5]1[C:13]2[O:12][C:11]([CH3:15])([CH3:14])[CH2:10][C:9]=2[CH:8]=[C:7]([Cl:16])[CH:6]=1)(=[O:3])[CH3:2]. Given the reactants [C:1]([O:4][C:5]1[C:13]2[O:12][C:11]([CH3:15])([CH3:14])[CH2:10][C:9]=2[CH:8]=[CH:7][CH:6]=1)(=[O:3])[CH3:2].[Cl:16]N1C(=O)CCC1=O, predict the reaction product. (8) Given the reactants [CH3:1][NH:2][S:3]([C:6]1[CH:11]=[C:10]([N+:12]([O-:14])=[O:13])[CH:9]=[C:8]([N+:15]([O-])=O)[CH:7]=1)(=[O:5])=[O:4].[NH4+]=S, predict the reaction product. The product is: [NH2:15][C:8]1[CH:7]=[C:6]([S:3]([NH:2][CH3:1])(=[O:4])=[O:5])[CH:11]=[C:10]([N+:12]([O-:14])=[O:13])[CH:9]=1.